From a dataset of Peptide-MHC class II binding affinity with 134,281 pairs from IEDB. Regression. Given a peptide amino acid sequence and an MHC pseudo amino acid sequence, predict their binding affinity value. This is MHC class II binding data. (1) The peptide sequence is GELQIVDKMDAAFKI. The MHC is DRB1_1302 with pseudo-sequence DRB1_1302. The binding affinity (normalized) is 0.458. (2) The peptide sequence is LPQILAECARRRLRT. The MHC is DRB1_0301 with pseudo-sequence DRB1_0301. The binding affinity (normalized) is 0.872. (3) The peptide sequence is KGGFMYLKELYNNVN. The MHC is DRB1_0404 with pseudo-sequence DRB1_0404. The binding affinity (normalized) is 0.608. (4) The peptide sequence is ALSRVQSMFLGTGGS. The MHC is DRB1_0101 with pseudo-sequence DRB1_0101. The binding affinity (normalized) is 0.574. (5) The peptide sequence is ARVTVKDVTFRNITG. The MHC is HLA-DQA10102-DQB10602 with pseudo-sequence HLA-DQA10102-DQB10602. The binding affinity (normalized) is 0.263. (6) The peptide sequence is AAATAGTTVYGYFAA. The MHC is HLA-DQA10501-DQB10301 with pseudo-sequence HLA-DQA10501-DQB10301. The binding affinity (normalized) is 0.613. (7) The peptide sequence is TRKSIRIQRGPGRAFV. The MHC is DRB1_0101 with pseudo-sequence DRB1_0101. The binding affinity (normalized) is 0.473. (8) The peptide sequence is DKLKQQRDTLSTQKET. The MHC is DRB1_0401 with pseudo-sequence DRB1_0401. The binding affinity (normalized) is 0.361.